Regression. Given two drug SMILES strings and cell line genomic features, predict the synergy score measuring deviation from expected non-interaction effect. From a dataset of Merck oncology drug combination screen with 23,052 pairs across 39 cell lines. (1) Drug 1: O=S1(=O)NC2(CN1CC(F)(F)F)C1CCC2Cc2cc(C=CCN3CCC(C(F)(F)F)CC3)ccc2C1. Drug 2: COC12C(COC(N)=O)C3=C(C(=O)C(C)=C(N)C3=O)N1CC1NC12. Cell line: NCIH23. Synergy scores: synergy=-1.88. (2) Drug 2: C#Cc1cccc(Nc2ncnc3cc(OCCOC)c(OCCOC)cc23)c1. Cell line: NCIH2122. Synergy scores: synergy=21.1. Drug 1: COc1cccc2c1C(=O)c1c(O)c3c(c(O)c1C2=O)CC(O)(C(=O)CO)CC3OC1CC(N)C(O)C(C)O1.